From a dataset of Peptide-MHC class I binding affinity with 185,985 pairs from IEDB/IMGT. Regression. Given a peptide amino acid sequence and an MHC pseudo amino acid sequence, predict their binding affinity value. This is MHC class I binding data. (1) The peptide sequence is SLFNTVATI. The MHC is HLA-A02:03 with pseudo-sequence HLA-A02:03. The binding affinity (normalized) is 0.901. (2) The peptide sequence is QTPGVKIAP. The MHC is HLA-A02:01 with pseudo-sequence HLA-A02:01. The binding affinity (normalized) is 0.0847. (3) The peptide sequence is HSYAGDAAEH. The MHC is HLA-A33:01 with pseudo-sequence HLA-A33:01. The binding affinity (normalized) is 0.00374. (4) The peptide sequence is YAKKFKTGM. The MHC is HLA-B27:05 with pseudo-sequence HLA-B27:05. The binding affinity (normalized) is 0.0847. (5) The peptide sequence is GPAGYTAAL. The MHC is HLA-B27:05 with pseudo-sequence HLA-B27:05. The binding affinity (normalized) is 0.0847. (6) The peptide sequence is LLALNDMGK. The MHC is HLA-A03:01 with pseudo-sequence HLA-A03:01. The binding affinity (normalized) is 0.475.